From a dataset of Forward reaction prediction with 1.9M reactions from USPTO patents (1976-2016). Predict the product of the given reaction. (1) Given the reactants [F:1][C:2]1[CH:3]=[C:4]([C@H:8]2[CH2:12][CH2:11][CH2:10][N:9]2[C:13]2[CH:14]=[CH:15][C:16]3[N:17]([C:19]([C:22]4[CH:27]=[CH:26][CH:25]=[C:24](F)[N:23]=4)=[CH:20][N:21]=3)[N:18]=2)[CH:5]=[CH:6][CH:7]=1.C(O)(=[O:31])C, predict the reaction product. The product is: [F:1][C:2]1[CH:3]=[C:4]([C@H:8]2[CH2:12][CH2:11][CH2:10][N:9]2[C:13]2[CH:14]=[CH:15][C:16]3[N:17]([C:19]([C:22]4[N:23]=[C:24]([OH:31])[CH:25]=[CH:26][CH:27]=4)=[CH:20][N:21]=3)[N:18]=2)[CH:5]=[CH:6][CH:7]=1. (2) Given the reactants [F:1][C:2]1[CH:9]=[CH:8][CH:7]=[C:6]([O:10][CH3:11])[C:3]=1[CH:4]=[O:5].[CH3:12][Li].[Cl-].[NH4+], predict the reaction product. The product is: [F:1][C:2]1[CH:9]=[CH:8][CH:7]=[C:6]([O:10][CH3:11])[C:3]=1[CH:4]([OH:5])[CH3:12]. (3) The product is: [C:41]([N:24]1[CH2:23][CH2:22][CH:21]([NH:20][C:17]2[CH:18]=[N:19][C:11]([O:10][C:9]3[CH:27]=[CH:28][C:6]([O:5][C:4]4[CH:29]=[CH:30][CH:31]=[C:2]([F:1])[CH:3]=4)=[CH:7][CH:8]=3)=[C:12]([CH:16]=2)[C:13]([NH2:15])=[O:14])[CH2:26][CH2:25]1)(=[O:45])/[CH:42]=[CH:43]/[CH3:44]. Given the reactants [F:1][C:2]1[CH:3]=[C:4]([CH:29]=[CH:30][CH:31]=1)[O:5][C:6]1[CH:28]=[CH:27][C:9]([O:10][C:11]2[N:19]=[CH:18][C:17]([NH:20][CH:21]3[CH2:26][CH2:25][NH:24][CH2:23][CH2:22]3)=[CH:16][C:12]=2[C:13]([NH2:15])=[O:14])=[CH:8][CH:7]=1.C(N(CC)C(C)C)(C)C.[C:41](Cl)(=[O:45])/[CH:42]=[CH:43]/[CH3:44], predict the reaction product.